From a dataset of Peptide-MHC class I binding affinity with 185,985 pairs from IEDB/IMGT. Regression. Given a peptide amino acid sequence and an MHC pseudo amino acid sequence, predict their binding affinity value. This is MHC class I binding data. (1) The peptide sequence is RYNLDPDTI. The MHC is HLA-A29:02 with pseudo-sequence HLA-A29:02. The binding affinity (normalized) is 0.0191. (2) The MHC is HLA-A31:01 with pseudo-sequence HLA-A31:01. The binding affinity (normalized) is 0. The peptide sequence is DIVNEHDIK. (3) The MHC is HLA-B27:05 with pseudo-sequence HLA-B27:05. The peptide sequence is IMYDSGAKY. The binding affinity (normalized) is 0.0847. (4) The peptide sequence is LVEYGTVVNK. The MHC is HLA-A03:01 with pseudo-sequence HLA-A03:01. The binding affinity (normalized) is 0.384.